The task is: Predict which catalyst facilitates the given reaction.. This data is from Catalyst prediction with 721,799 reactions and 888 catalyst types from USPTO. (1) Reactant: S(Cl)(Cl)=O.[NH2:5][C:6]1[CH:14]=[CH:13][CH:12]=[C:11]([CH3:15])[C:7]=1[C:8]([OH:10])=O.[NH2:16][C:17]1[CH:22]=[CH:21][CH:20]=[CH:19][CH:18]=1. Product: [NH2:5][C:6]1[CH:14]=[CH:13][CH:12]=[C:11]([CH3:15])[C:7]=1[C:8]([NH:16][C:17]1[CH:22]=[CH:21][CH:20]=[CH:19][CH:18]=1)=[O:10]. The catalyst class is: 48. (2) Reactant: [C:1]([NH:4][C:5]1[CH:14]=[CH:13][C:8]([S:9](Cl)(=[O:11])=[O:10])=[CH:7][CH:6]=1)(=[O:3])[CH3:2].[CH3:15][C:16]1[CH:17]=[C:18]([CH:20]=[C:21]([CH3:30])[C:22]=1[S:23]([CH2:26][N+:27]([O-:29])=[O:28])(=[O:25])=[O:24])[NH2:19].C(=O)([O-])[O-].[Ca+2].O. Product: [CH3:30][C:21]1[CH:20]=[C:18]([NH:19][S:9]([C:8]2[CH:13]=[CH:14][C:5]([NH:4][C:1](=[O:3])[CH3:2])=[CH:6][CH:7]=2)(=[O:11])=[O:10])[CH:17]=[C:16]([CH3:15])[C:22]=1[S:23]([CH2:26][N+:27]([O-:29])=[O:28])(=[O:25])=[O:24]. The catalyst class is: 7. (3) Reactant: Br[C:2]1[N:3]=[C:4]([N+:35]([O-:37])=[O:36])[N:5]([CH2:7][C:8]2([CH2:16][O:17][Si:18]([C:31]([CH3:34])([CH3:33])[CH3:32])([C:25]3[CH:30]=[CH:29][CH:28]=[CH:27][CH:26]=3)[C:19]3[CH:24]=[CH:23][CH:22]=[CH:21][CH:20]=3)[CH2:13][O:12][C:11]([CH3:15])([CH3:14])[O:10][CH2:9]2)[CH:6]=1.[CH2:38](C([Sn])=C(CCCC)CCCC)[CH2:39]CC. Product: [O:17]([CH2:16][C:8]1([CH2:7][N:5]2[CH:6]=[C:2]([CH:38]=[CH2:39])[N:3]=[C:4]2[N+:35]([O-:37])=[O:36])[CH2:13][O:12][C:11]([CH3:15])([CH3:14])[O:10][CH2:9]1)[Si:18]([C:31]([CH3:34])([CH3:33])[CH3:32])([C:25]1[CH:30]=[CH:29][CH:28]=[CH:27][CH:26]=1)[C:19]1[CH:24]=[CH:23][CH:22]=[CH:21][CH:20]=1. The catalyst class is: 427. (4) Reactant: Cl[C:2]1[N:7]=[C:6]([NH:8][CH:9]2[CH2:14][CH2:13][N:12]([C:15]3[N:20]=[N:19][C:18]([C:21]#[N:22])=[CH:17][CH:16]=3)[CH2:11][CH2:10]2)[C:5]([Cl:23])=[CH:4][N:3]=1.Cl.[CH3:25][N:26]1[CH:30]=[C:29]([NH2:31])[C:28]([CH3:32])=[N:27]1.C1C=CC(P(C2C(C3C(P(C4C=CC=CC=4)C4C=CC=CC=4)=CC=C4C=3C=CC=C4)=C3C(C=CC=C3)=CC=2)C2C=CC=CC=2)=CC=1.C(=O)([O-])[O-].[Cs+].[Cs+]. Product: [Cl:23][C:5]1[C:6]([NH:8][CH:9]2[CH2:14][CH2:13][N:12]([C:15]3[N:20]=[N:19][C:18]([C:21]#[N:22])=[CH:17][CH:16]=3)[CH2:11][CH2:10]2)=[N:7][C:2]([NH:31][C:29]2[C:28]([CH3:32])=[N:27][N:26]([CH3:25])[CH:30]=2)=[N:3][CH:4]=1. The catalyst class is: 231. (5) Reactant: COC(=O)C1C=CC=C([N:10]2[C:14]([CH3:15])=[CH:13][CH:12]=[C:11]2[C:16]2[CH:21]=[CH:20][CH:19]=[CH:18][C:17]=2[O:22][CH2:23][C:24]2[CH:29]=[CH:28][CH:27]=[CH:26][CH:25]=2)C=1.[OH-:31].[Na+]. Product: [CH2:23]([O:22][C:17]1[CH:18]=[CH:19][CH:20]=[CH:21][C:16]=1[C:11]1[N:10]([C:27]2[CH:28]=[CH:29][C:24]([C:23]([OH:22])=[O:31])=[CH:25][CH:26]=2)[C:14]([CH3:15])=[CH:13][CH:12]=1)[C:24]1[CH:25]=[CH:26][CH:27]=[CH:28][CH:29]=1. The catalyst class is: 31. (6) Reactant: Cl.[NH2:2][CH2:3][CH2:4][C:5]1[CH:13]=[CH:12][C:8]([C:9]([OH:11])=[O:10])=[CH:7][CH:6]=1.C([O-])(O)=O.[Na+].[CH3:19][C:20]([O:23][C:24](O[C:24]([O:23][C:20]([CH3:22])([CH3:21])[CH3:19])=[O:25])=[O:25])([CH3:22])[CH3:21]. Product: [C:24]([NH:2][CH2:3][CH2:4][C:5]1[CH:13]=[CH:12][C:8]([C:9]([OH:11])=[O:10])=[CH:7][CH:6]=1)([O:23][C:20]([CH3:22])([CH3:21])[CH3:19])=[O:25]. The catalyst class is: 192. (7) Reactant: [Br:1][C:2]1[C:3]([O:11][CH2:12][C:13]([F:16])([F:15])[F:14])=[N:4][CH:5]=[C:6]([CH:10]=1)[C:7]([OH:9])=O.CN(C(ON1N=NC2C=CC=CC1=2)=[N+](C)C)C.[B-](F)(F)(F)F.C(N(CC)C(C)C)(C)C.[NH2:48][C@@H:49]1[CH2:54][CH2:53][CH2:52][CH2:51][C@H:50]1[OH:55]. Product: [Br:1][C:2]1[C:3]([O:11][CH2:12][C:13]([F:16])([F:15])[F:14])=[N:4][CH:5]=[C:6]([CH:10]=1)[C:7]([NH:48][C@@H:49]1[CH2:54][CH2:53][CH2:52][CH2:51][C@H:50]1[OH:55])=[O:9]. The catalyst class is: 3.